Task: Predict the product of the given reaction.. Dataset: Forward reaction prediction with 1.9M reactions from USPTO patents (1976-2016) (1) Given the reactants [N+]([C:4]1[CH:33]=[CH:32][CH:31]=[CH:30][C:5]=1[C:6]([NH:8][CH:9]([C:11]1[N:16]=[N:15][C:14]([NH:17][C:18]2[CH:23]=[C:22]([O:24][CH3:25])[C:21]([O:26][CH3:27])=[C:20]([O:28][CH3:29])[CH:19]=2)=[N:13][CH:12]=1)[CH3:10])=[O:7])([O-])=O.NC(C1N=NC(NC2C=C(OC)C(OC)=C(OC)C=2)=NC=1)C.[F:56][C:57]([F:68])([F:67])C1C=CC(C(Cl)=O)=CC=1.C(N(CC)CC)C, predict the reaction product. The product is: [F:56][C:57]([F:68])([F:67])[C:32]1[CH:31]=[CH:30][C:5]([C:6]([NH:8][CH:9]([C:11]2[N:16]=[N:15][C:14]([NH:17][C:18]3[CH:19]=[C:20]([O:28][CH3:29])[C:21]([O:26][CH3:27])=[C:22]([O:24][CH3:25])[CH:23]=3)=[N:13][CH:12]=2)[CH3:10])=[O:7])=[CH:4][CH:33]=1. (2) Given the reactants C(N(CC)C(C)C)(C)C.[CH3:10][NH:11][CH2:12][CH2:13][N:14]1[CH2:19][CH2:18][CH2:17][CH2:16][CH2:15]1.C(Cl)(Cl)[Cl:21].[Cl:24][C:25](Cl)([O:27]C(=O)OC(Cl)(Cl)Cl)Cl, predict the reaction product. The product is: [ClH:21].[CH3:10][N:11]([CH2:12][CH2:13][N:14]1[CH2:19][CH2:18][CH2:17][CH2:16][CH2:15]1)[C:25]([Cl:24])=[O:27]. (3) Given the reactants [CH2:1]([O:4][NH:5][C@@H:6]1[C:11]([C:12]([N:14]([CH3:16])[CH3:15])=[O:13])=[CH:10][C@@H:9]([CH2:17][O:18][CH3:19])[NH:8][CH2:7]1)[CH:2]=[CH2:3].CCN(C(C)C)C(C)C.Cl[C:30](Cl)([O:32]C(=O)OC(Cl)(Cl)Cl)Cl, predict the reaction product. The product is: [CH2:1]([O:4][N:5]1[C:30](=[O:32])[N:8]2[CH2:7][C@H:6]1[C:11]([C:12]([N:14]([CH3:16])[CH3:15])=[O:13])=[CH:10][C@H:9]2[CH2:17][O:18][CH3:19])[CH:2]=[CH2:3]. (4) Given the reactants [C:1]([O:5][C:6]([N:8]1[CH2:13][CH2:12][CH:11]([NH:14][C:15]([C:17]2[C:21]([N+:22]([O-])=O)=[CH:20][NH:19][N:18]=2)=[O:16])[CH2:10][CH2:9]1)=[O:7])([CH3:4])([CH3:3])[CH3:2], predict the reaction product. The product is: [C:1]([O:5][C:6]([N:8]1[CH2:13][CH2:12][CH:11]([NH:14][C:15]([C:17]2[C:21]([NH2:22])=[CH:20][NH:19][N:18]=2)=[O:16])[CH2:10][CH2:9]1)=[O:7])([CH3:4])([CH3:2])[CH3:3]. (5) Given the reactants [Cl:1][C:2]1[CH:3]=[CH:4][CH:5]=[C:6]2[C:11]=1[CH2:10][O:9][CH2:8][C:7]2=[O:12].[BH4-].[Na+].Cl, predict the reaction product. The product is: [Cl:1][C:2]1[CH:3]=[CH:4][CH:5]=[C:6]2[C:11]=1[CH2:10][O:9][CH2:8][CH:7]2[OH:12]. (6) Given the reactants [Br:1][C:2]1[N:7]=[CH:6][C:5]2[C:8]([C:15]([OH:17])=O)=[CH:9][N:10]([CH:11]([CH2:13][CH3:14])[CH3:12])[C:4]=2[CH:3]=1.C(N(CC)C(C)C)(C)C.F[P-](F)(F)(F)(F)F.N1(OC(N(C)C)=[N+](C)C)C2C=CC=CC=2N=N1.[O:51]1[CH2:56][CH2:55][CH:54]([NH2:57])[CH2:53][CH2:52]1, predict the reaction product. The product is: [Br:1][C:2]1[N:7]=[CH:6][C:5]2[C:8]([C:15]([NH:57][CH:54]3[CH2:55][CH2:56][O:51][CH2:52][CH2:53]3)=[O:17])=[CH:9][N:10]([CH:11]([CH2:13][CH3:14])[CH3:12])[C:4]=2[CH:3]=1. (7) Given the reactants [F:1][C:2]([F:19])([F:18])[C:3]1[CH:8]=[CH:7][C:6]([C:9]#[C:10][CH2:11][CH2:12]OS(C)(=O)=O)=[CH:5][CH:4]=1.[Na+].[I-:21], predict the reaction product. The product is: [I:21][CH2:12][CH2:11][C:10]#[C:9][C:6]1[CH:7]=[CH:8][C:3]([C:2]([F:19])([F:18])[F:1])=[CH:4][CH:5]=1. (8) The product is: [CH2:20]([O:19][Si:15]([O:22][CH2:23][CH3:24])([O:16][CH2:17][CH3:18])[CH2:14][CH2:13][CH2:12][NH:9][C:10](=[O:11])[O:8][CH2:1][C:2]1[CH:7]=[CH:6][CH:5]=[CH:4][CH:3]=1)[CH3:21]. Given the reactants [CH2:1]([OH:8])[C:2]1[CH:7]=[CH:6][CH:5]=[CH:4][CH:3]=1.[N:9]([CH2:12][CH2:13][CH2:14][Si:15]([O:22][CH2:23][CH3:24])([O:19][CH2:20][CH3:21])[O:16][CH2:17][CH3:18])=[C:10]=[O:11], predict the reaction product. (9) Given the reactants Cl[C:2]1[C:7]([NH:8][C:9]2[C:18]3[C:13](=[CH:14][C:15]([F:20])=[CH:16][C:17]=3[F:19])[N:12]=[C:11]([C:21]3[CH:26]=[CH:25][CH:24]=[CH:23][N:22]=3)[C:10]=2[CH3:27])=[CH:6][C:5]([N:28]2[CH2:33][CH2:32][O:31][CH2:30][CH2:29]2)=[CH:4][N:3]=1.[CH3:34][S:35]([C:38]1[CH:43]=[CH:42][C:41](B(O)O)=[CH:40][CH:39]=1)(=[O:37])=[O:36].C1(P(C2CCCCC2)C2CCCCC2)CCCCC1.[O-]P([O-])([O-])=O.[K+].[K+].[K+], predict the reaction product. The product is: [F:19][C:17]1[CH:16]=[C:15]([F:20])[CH:14]=[C:13]2[C:18]=1[C:9]([NH:8][C:7]1[C:2]([C:41]3[CH:42]=[CH:43][C:38]([S:35]([CH3:34])(=[O:37])=[O:36])=[CH:39][CH:40]=3)=[N:3][CH:4]=[C:5]([N:28]3[CH2:33][CH2:32][O:31][CH2:30][CH2:29]3)[CH:6]=1)=[C:10]([CH3:27])[C:11]([C:21]1[CH:26]=[CH:25][CH:24]=[CH:23][N:22]=1)=[N:12]2. (10) Given the reactants C[O:2][C:3](=[O:26])[C:4]([OH:25])=[CH:5][C:6](=[O:24])[N:7]([CH:9]([C:17]1[CH:22]=[CH:21][C:20]([F:23])=[CH:19][CH:18]=1)[C:10]1[CH:15]=[CH:14][C:13]([F:16])=[CH:12][CH:11]=1)[CH3:8].N#N, predict the reaction product. The product is: [F:16][C:13]1[CH:12]=[CH:11][C:10]([CH:9]([N:7]([CH3:8])[C:6]([CH:5]=[C:4]([OH:25])[C:3]([OH:26])=[O:2])=[O:24])[C:17]2[CH:18]=[CH:19][C:20]([F:23])=[CH:21][CH:22]=2)=[CH:15][CH:14]=1.